Dataset: Full USPTO retrosynthesis dataset with 1.9M reactions from patents (1976-2016). Task: Predict the reactants needed to synthesize the given product. Given the product [C:1]([NH:6][C@H:7]([C:27]([OH:29])=[O:28])[CH2:8][C:9]1[CH:14]=[CH:13][C:12]([O:15][CH2:16][CH2:17][C:18]2[CH:23]=[CH:22][C:21]([CH2:24][O:25][CH3:26])=[CH:20][CH:19]=2)=[CH:11][CH:10]=1)(=[O:5])[CH:2]([CH3:3])[CH3:4], predict the reactants needed to synthesize it. The reactants are: [C:1]([NH:6][C@H:7]([C:27]([O:29]C)=[O:28])[CH2:8][C:9]1[CH:14]=[CH:13][C:12]([O:15][CH2:16][CH2:17][C:18]2[CH:23]=[CH:22][C:21]([CH2:24][O:25][CH3:26])=[CH:20][CH:19]=2)=[CH:11][CH:10]=1)(=[O:5])[CH:2]([CH3:4])[CH3:3].O.[OH-].[Li+].